This data is from Reaction yield outcomes from USPTO patents with 853,638 reactions. The task is: Predict the reaction yield, written as a fraction of the theoretical maximum amount of product (1.0 means a 100% yield; for example, 0.34 means a 34% yield). The reactants are [NH2:1][C:2]1[S:3][CH2:4][CH:5]2[CH2:10][N:9]([C:11]3[N:16]=[CH:15][C:14]([F:17])=[CH:13][N:12]=3)[CH2:8][C:6]2([C:18]2[CH:19]=[C:20]([NH:25][C:26]([C:28]3[CH:33]=[CH:32][C:31]([F:34])=[CH:30][N:29]=3)=[O:27])[CH:21]=[CH:22][C:23]=2[F:24])[N:7]=1.CO.[ClH:37].C(OCC)C. The catalyst is C(=O)=O.ClCCl. The product is [ClH:37].[NH2:1][C:2]1[S:3][CH2:4][C@@H:5]2[CH2:10][N:9]([C:11]3[N:16]=[CH:15][C:14]([F:17])=[CH:13][N:12]=3)[CH2:8][C@:6]2([C:18]2[CH:19]=[C:20]([NH:25][C:26]([C:28]3[CH:33]=[CH:32][C:31]([F:34])=[CH:30][N:29]=3)=[O:27])[CH:21]=[CH:22][C:23]=2[F:24])[N:7]=1. The yield is 0.380.